This data is from Catalyst prediction with 721,799 reactions and 888 catalyst types from USPTO. The task is: Predict which catalyst facilitates the given reaction. (1) Reactant: [CH3:1][O:2][C:3]1[CH:11]=[C:10]2[C:6]([CH:7]=[C:8]([CH3:12])[NH:9]2)=[CH:5][CH:4]=1.C([O-])(O)=O.[Na+].[C:18](#[N:20])C. Product: [CH3:1][O:2][C:3]1[CH:11]=[C:10]2[C:6]([C:7]([C:18]#[N:20])=[C:8]([CH3:12])[NH:9]2)=[CH:5][CH:4]=1. The catalyst class is: 3. (2) Reactant: [F:1][C:2]1[CH:10]=[C:9]2[C:5]([C:6]([C:12]3[N:13]=[C:14]4[C:20]([C:21](O)=[O:22])=[CH:19][N:18]([CH2:24][O:25][CH2:26][CH2:27][Si:28]([CH3:31])([CH3:30])[CH3:29])[C:15]4=[N:16][CH:17]=3)=[N:7][N:8]2[CH3:11])=[CH:4][CH:3]=1.Cl.Cl.[O:34]1[CH:38]=[C:37]([CH:39]([NH2:41])[CH3:40])[N:36]=[CH:35]1.C(N(CC)C(C)C)(C)C.CN(C(ON1N=NC2C=CC=NC1=2)=[N+](C)C)C.F[P-](F)(F)(F)(F)F. Product: [O:34]1[CH:38]=[C:37]([CH:39]([NH:41][C:21]([C:20]2[C:14]3[C:15](=[N:16][CH:17]=[C:12]([C:6]4[C:5]5[C:9](=[CH:10][C:2]([F:1])=[CH:3][CH:4]=5)[N:8]([CH3:11])[N:7]=4)[N:13]=3)[N:18]([CH2:24][O:25][CH2:26][CH2:27][Si:28]([CH3:30])([CH3:31])[CH3:29])[CH:19]=2)=[O:22])[CH3:40])[N:36]=[CH:35]1. The catalyst class is: 136. (3) Reactant: [Br:1][C:2]1[CH:3]=[N:4][C:5]([C:8]2[N:9]([CH3:48])[C:10]3[C:15]([C:16]=2[CH:17]2[CH2:21][CH2:20][CH2:19][CH2:18]2)=[CH:14][CH:13]=[C:12]([C:22]([NH:24][C:25]2([C:29]4[N:33]([CH3:34])[C:32]5[CH:35]=[C:36](/[CH:39]=[CH:40]/[C:41]([O:43]CCCC)=[O:42])[CH:37]=[CH:38][C:31]=5[N:30]=4)[CH2:28][CH2:27][CH2:26]2)=[O:23])[CH:11]=3)=[N:6][CH:7]=1.C1COCC1.CO.[OH-].[Na+]. Product: [Br:1][C:2]1[CH:3]=[N:4][C:5]([C:8]2[N:9]([CH3:48])[C:10]3[C:15]([C:16]=2[CH:17]2[CH2:18][CH2:19][CH2:20][CH2:21]2)=[CH:14][CH:13]=[C:12]([C:22]([NH:24][C:25]2([C:29]4[N:33]([CH3:34])[C:32]5[CH:35]=[C:36](/[CH:39]=[CH:40]/[C:41]([OH:43])=[O:42])[CH:37]=[CH:38][C:31]=5[N:30]=4)[CH2:26][CH2:27][CH2:28]2)=[O:23])[CH:11]=3)=[N:6][CH:7]=1. The catalyst class is: 15. (4) Reactant: [CH3:1][O:2][C:3]1[CH:8]=[CH:7][CH:6]=[CH:5][C:4]=1[NH:9][C:10]1[CH:15]=[CH:14][CH:13]=[CH:12][C:11]=1[N+:16]([O-])=O. Product: [CH3:1][O:2][C:3]1[CH:8]=[CH:7][CH:6]=[CH:5][C:4]=1[NH:9][C:10]1[C:11]([NH2:16])=[CH:12][CH:13]=[CH:14][CH:15]=1. The catalyst class is: 78. (5) Reactant: Br[CH:2]1[CH2:6][CH2:5][N:4]([CH2:7][C:8]2[CH:13]=[CH:12][C:11]([O:14][CH3:15])=[CH:10][CH:9]=2)[C:3]1=[O:16].[S:17]([CH2:20][CH2:21][C:22]([O:24][CH3:25])=[O:23])([OH:19])=[O:18].[Na]. Product: [CH3:15][O:14][C:11]1[CH:12]=[CH:13][C:8]([CH2:7][N:4]2[CH2:5][CH2:6][CH:2]([S:17]([CH2:20][CH2:21][C:22]([O:24][CH3:25])=[O:23])(=[O:19])=[O:18])[C:3]2=[O:16])=[CH:9][CH:10]=1. The catalyst class is: 58. (6) Reactant: [CH3:1][O:2][C:3]1[CH:4]=[C:5]2[C:9](=[CH:10][CH:11]=1)[NH:8][CH:7]=[CH:6]2.C([BH3-])#N.[Na+]. Product: [CH3:1][O:2][C:3]1[CH:4]=[C:5]2[C:9](=[CH:10][CH:11]=1)[NH:8][CH2:7][CH2:6]2. The catalyst class is: 15. (7) Reactant: [NH2:1][C:2]1[CH:9]=[CH:8][CH:7]=[CH:6][C:3]=1[CH:4]=[O:5].C(N(CC)CC)C.[C:17](Cl)(=[O:20])[CH2:18][CH3:19]. Product: [CH:4]([C:3]1[CH:6]=[CH:7][CH:8]=[CH:9][C:2]=1[NH:1][C:17](=[O:20])[CH2:18][CH3:19])=[O:5]. The catalyst class is: 4. (8) Product: [CH3:38][O:37][C:34]1[N:33]=[CH:32][C:31]([C:27]2[CH:26]=[C:25]([C:23]3[CH2:22][C:21](=[O:39])[NH:20][C:9]4[CH:10]=[CH:11][C:12]([O:14][CH2:15][C:16]([F:19])([F:18])[F:17])=[CH:13][C:8]=4[N:7]=3)[CH:30]=[CH:29][CH:28]=2)=[CH:36][CH:35]=1. Reactant: C(OC(=O)[NH:7][C:8]1[CH:13]=[C:12]([O:14][CH2:15][C:16]([F:19])([F:18])[F:17])[CH:11]=[CH:10][C:9]=1[NH:20][C:21](=[O:39])[CH2:22][C:23]([C:25]1[CH:30]=[CH:29][CH:28]=[C:27]([C:31]2[CH:32]=[N:33][C:34]([O:37][CH3:38])=[CH:35][CH:36]=2)[CH:26]=1)=O)(C)(C)C.C(O)(C(F)(F)F)=O. The catalyst class is: 2. (9) Reactant: C(O[C:5](=[O:7])C)(=O)C.[NH2:8][C:9]1[N:10]([CH2:18][CH:19]2[CH2:21][CH2:20]2)[N:11]=[C:12]([C:14]([CH3:17])([CH3:16])[CH3:15])[CH:13]=1.[OH-].[Na+]. Product: [C:14]([C:12]1[CH:13]=[C:9]([NH:8][CH:5]=[O:7])[N:10]([CH2:18][CH:19]2[CH2:20][CH2:21]2)[N:11]=1)([CH3:17])([CH3:15])[CH3:16]. The catalyst class is: 106.